From a dataset of Reaction yield outcomes from USPTO patents with 853,638 reactions. Predict the reaction yield, written as a fraction of the theoretical maximum amount of product (1.0 means a 100% yield; for example, 0.34 means a 34% yield). (1) The reactants are [Cl:1][CH2:2][S:3]([N:6]([CH2:13][CH2:14][CH2:15][N:16]([CH3:18])[CH3:17])[CH:7]1[CH2:12][CH2:11][NH:10][CH2:9][CH2:8]1)(=[O:5])=[O:4].[F:19][CH:20]([F:50])[C:21]1[N:25]([C:26]2[N:31]=[C:30]([N:32]3[CH2:37][CH2:36][O:35][CH2:34][CH2:33]3)[N:29]=[C:28](N3CCNCC3)[N:27]=2)[C:24]2[CH:44]=[CH:45][CH:46]=[C:47]([O:48][CH3:49])[C:23]=2[N:22]=1.CCN(C(C)C)C(C)C.C(Cl)Cl.CO. The catalyst is C1COCC1. The product is [Cl:1][CH2:2][S:3]([N:6]([CH:7]1[CH2:12][CH2:11][N:10]([C:28]2[N:27]=[C:26]([N:25]3[C:24]4[CH:44]=[CH:45][CH:46]=[C:47]([O:48][CH3:49])[C:23]=4[N:22]=[C:21]3[CH:20]([F:50])[F:19])[N:31]=[C:30]([N:32]3[CH2:33][CH2:34][O:35][CH2:36][CH2:37]3)[N:29]=2)[CH2:9][CH2:8]1)[CH2:13][CH2:14][CH2:15][N:16]([CH3:17])[CH3:18])(=[O:4])=[O:5]. The yield is 0.740. (2) The reactants are C1(=O)[O:6][C:4](=[O:5])C=C1.N[C:9]1[CH:14]=[CH:13][C:12](/[C:15](=[CH:19]/[C:20]([NH2:22])=[O:21])/[C:16]([OH:18])=[O:17])=[CH:11][CH:10]=1. The catalyst is C(Cl)(Cl)Cl. The product is [C:4]([C:9]1[CH:14]=[CH:13][C:12](/[C:15](=[CH:19]/[C:20]([NH2:22])=[O:21])/[C:16]([OH:18])=[O:17])=[CH:11][CH:10]=1)([OH:6])=[O:5]. The yield is 0.990. (3) The reactants are [O:1]1[CH:5]=[CH:4][CH:3]=[C:2]1C1C=CC(N2CCN(S(CC(C(C)C)C(O)=O)(=O)=O)CC2)=CC=1.[OH:29][NH:30][C:31]([C:33]1([CH2:39][S:40]([N:43]2[CH2:48][CH2:47][N:46]([C:49]3[CH:54]=[CH:53][C:52](Br)=[CH:51][CH:50]=3)[CH2:45][CH2:44]2)(=[O:42])=[O:41])[CH2:38][CH2:37][O:36][CH2:35][CH2:34]1)=[O:32].O1C=CC=C1B(O)O. No catalyst specified. The product is [OH:29][NH:30][C:31]([C:33]1([CH2:39][S:40]([N:43]2[CH2:48][CH2:47][N:46]([C:49]3[CH:54]=[CH:53][C:52]([C:2]4[O:1][CH:5]=[CH:4][CH:3]=4)=[CH:51][CH:50]=3)[CH2:45][CH2:44]2)(=[O:42])=[O:41])[CH2:38][CH2:37][O:36][CH2:35][CH2:34]1)=[O:32]. The yield is 0.140. (4) The reactants are C([O:3][P:4](Cl)[O:5]CC)C.[C:9]1([CH2:15][CH2:16][CH2:17][Mg]Br)[CH:14]=[CH:13][CH:12]=[CH:11][CH:10]=1.O. The catalyst is C(OCC)C. The product is [C:9]1([CH2:15][CH2:16][CH2:17][PH:4](=[O:3])[OH:5])[CH:14]=[CH:13][CH:12]=[CH:11][CH:10]=1. The yield is 0.530.